The task is: Predict the reaction yield, written as a fraction of the theoretical maximum amount of product (1.0 means a 100% yield; for example, 0.34 means a 34% yield).. This data is from Reaction yield outcomes from USPTO patents with 853,638 reactions. The reactants are CO[CH:3](OC)[CH2:4][Br:5].Br.[Cl:9][C:10]1[CH:11]=[C:12]([C:16]2[N:17]=[C:18]([NH2:21])[S:19][CH:20]=2)[CH:13]=[CH:14][CH:15]=1.C1C(=O)N(Br)C(=O)C1.N1C=CN=C1. The catalyst is C1COCC1.O.CCOC(C)=O.ClCCl. The product is [Br:5][C:4]1[N:17]2[C:18]([S:19][CH:20]=[C:16]2[C:12]2[CH:13]=[CH:14][CH:15]=[C:10]([Cl:9])[CH:11]=2)=[N:21][CH:3]=1. The yield is 0.0900.